From a dataset of Ames mutagenicity test results for genotoxicity prediction. Regression/Classification. Given a drug SMILES string, predict its toxicity properties. Task type varies by dataset: regression for continuous values (e.g., LD50, hERG inhibition percentage) or binary classification for toxic/non-toxic outcomes (e.g., AMES mutagenicity, cardiotoxicity, hepatotoxicity). Dataset: ames. (1) The molecule is Cn1/c(=N/N)sc2ccccc21. The result is 1 (mutagenic). (2) The compound is O=S(=O)(O)Oc1c2ccccc2c2ccc3cccc4ccc1c2c43. The result is 0 (non-mutagenic).